This data is from Full USPTO retrosynthesis dataset with 1.9M reactions from patents (1976-2016). The task is: Predict the reactants needed to synthesize the given product. (1) Given the product [N:78]1[CH:79]=[CH:80][C:75]([CH:71]2[CH2:72][CH2:73][CH2:74][N:70]2[C:14]2[C:13]3[C:18](=[CH:19][C:10]([S:7]([NH:6][C:21]4[S:25][N:24]=[CH:23][N:22]=4)(=[O:9])=[O:8])=[CH:11][CH:12]=3)[N:17]=[CH:16][N:15]=2)=[CH:76][CH:77]=1, predict the reactants needed to synthesize it. The reactants are: COC1C=C(OC)C=CC=1C[N:6]([C:21]1[S:25][N:24]=[CH:23][N:22]=1)[S:7]([C:10]1[CH:19]=[C:18]2[C:13]([C:14](=O)[NH:15][CH:16]=[N:17]2)=[CH:12][CH:11]=1)(=[O:9])=[O:8].F[P-](F)(F)(F)(F)F.N1(O[P+](N(C)C)(N(C)C)N(C)C)C2C=CC=CC=2N=N1.C1CCN2C(=NCCC2)CC1.[NH:70]1[CH2:74][CH2:73][CH2:72][CH:71]1[C:75]1[CH:80]=[CH:79][N:78]=[CH:77][CH:76]=1.C(O)(C(F)(F)F)=O. (2) Given the product [F:26][C:27]1[CH:28]=[C:29]2[C:34](=[CH:35][CH:36]=1)[N:33]=[C:32]([CH3:37])[CH:31]=[C:30]2[N:38]1[C:5]([C:7]2[C:12](=[O:13])[CH:11]=[CH:10][N:9]([C:14]3[CH:19]=[CH:18][CH:17]=[C:16]([O:20][C:21]([F:24])([F:23])[F:22])[CH:15]=3)[N:8]=2)=[CH:4][CH:3]=[N:2]1, predict the reactants needed to synthesize it. The reactants are: C[N:2](C)/[CH:3]=[CH:4]/[C:5]([C:7]1[C:12](=[O:13])[CH:11]=[CH:10][N:9]([C:14]2[CH:19]=[CH:18][CH:17]=[C:16]([O:20][C:21]([F:24])([F:23])[F:22])[CH:15]=2)[N:8]=1)=O.[F:26][C:27]1[CH:28]=[C:29]2[C:34](=[CH:35][CH:36]=1)[N:33]=[C:32]([CH3:37])[CH:31]=[C:30]2[NH:38]N. (3) Given the product [Cl:1][C:2]1[N:7]=[C:6]([O:8][CH3:9])[C:5]([C:10]([CH3:17])([CH2:15][CH2:28][C:29]#[N:30])[C:11]([O:13][CH3:14])=[O:12])=[CH:4][CH:3]=1, predict the reactants needed to synthesize it. The reactants are: [Cl:1][C:2]1[N:7]=[C:6]([O:8][CH3:9])[C:5]([CH:10]([CH3:15])[C:11]([O:13][CH3:14])=[O:12])=[CH:4][CH:3]=1.[Li+].[CH3:17][Si]([N-][Si](C)(C)C)(C)C.BrC[CH2:28][C:29]#[N:30].